Dataset: Forward reaction prediction with 1.9M reactions from USPTO patents (1976-2016). Task: Predict the product of the given reaction. (1) The product is: [F:1][C:2]([F:7])([F:6])[C:3]([OH:5])=[O:4].[NH2:8][C@H:9]1[CH2:10][O:21][C:48]2[CH:53]=[C:52]([C:54]([F:57])([F:56])[F:55])[CH:51]=[CH:50][C:49]=2[NH:58][C:15]1=[O:14]. Given the reactants [F:1][C:2]([F:7])([F:6])[C:3]([OH:5])=[O:4].[NH2:8][C@H:9]1[CH2:15][O:14]C2C=C(C)C=CC=2N[C:10]1=[O:21].CCN=C=NCCCN(C)C.C(OC(N[C@@H](CO)C(O)=O)=O)(C)(C)C.F[C:48]1[CH:53]=[C:52]([C:54]([F:57])([F:56])[F:55])[CH:51]=[CH:50][C:49]=1[N+:58]([O-])=O, predict the reaction product. (2) Given the reactants [CH3:1][C:2]1[CH:3]=[CH:4][C:5]2[CH:9]=[CH:8][S:7][C:6]=2[CH:10]=1.[CH:11](=[O:18])[C:12]1[CH:17]=[CH:16][CH:15]=[CH:14][CH:13]=1, predict the reaction product. The product is: [CH3:1][C:2]1[CH:3]=[CH:4][C:5]2[CH:9]=[C:8]([CH:11]([C:12]3[CH:17]=[CH:16][CH:15]=[CH:14][CH:13]=3)[OH:18])[S:7][C:6]=2[CH:10]=1. (3) The product is: [CH:7]([C:8]1[CH:13]=[CH:12][C:11]([CH2:14][C:15]([OH:17])=[O:16])=[CH:10][CH:9]=1)=[O:19]. Given the reactants C(OC(C=[CH:7][C:8]1[CH:13]=[CH:12][C:11]([CH2:14][C:15]([OH:17])=[O:16])=[CH:10][CH:9]=1)=O)C.I([O-])(=O)(=O)=[O:19].[Na+].CN1CCOCC1, predict the reaction product. (4) Given the reactants Cl.[Br:2][C:3]1[C:13]2[CH2:12][CH2:11][NH:10][CH2:9][CH2:8][C:7]=2[C:6](C(C)CC[Cl:17])=[C:5]2[N:19]=[C:20]([C:22]([F:25])([F:24])[F:23])[O:21][C:4]=12.[CH3:26][N:27]1[C:31]([C:32]2[CH:41]=[CH:40][CH:39]=[C:38]3[C:33]=2[CH:34]=[CH:35][C:36]([CH3:42])=[N:37]3)=[N:30][NH:29][C:28]1=[S:43].C(N([CH2:49][CH3:50])CC)C.[I-].[Na+].[C:53](OCC)(=O)[CH3:54], predict the reaction product. The product is: [ClH:17].[Br:2][C:3]1[C:13]2[CH2:12][CH2:11][N:10]([CH:49]([CH3:50])[CH2:53][CH2:54][S:43][C:28]3[N:27]([CH3:26])[C:31]([C:32]4[CH:41]=[CH:40][CH:39]=[C:38]5[C:33]=4[CH:34]=[CH:35][C:36]([CH3:42])=[N:37]5)=[N:30][N:29]=3)[CH2:9][CH2:8][C:7]=2[CH:6]=[C:5]2[N:19]=[C:20]([C:22]([F:23])([F:25])[F:24])[O:21][C:4]=12. (5) Given the reactants FC(F)(F)[C:3]([O-])=[O:4].[OH:8][C@H:9]1[CH2:14][NH:13][C@@H:12]([C:15]([O:17][CH2:18][C:19]2[CH:24]=[CH:23][C:22]([N+:25]([O-:27])=[O:26])=[CH:21][CH:20]=2)=[O:16])[CH2:11][CH2:10]1.O=C(Cl)OC(Cl)(Cl)Cl, predict the reaction product. The product is: [O:4]=[C:3]1[N:13]2[CH2:14][C@H:9]([CH2:10][CH2:11][C@@H:12]2[C:15]([O:17][CH2:18][C:19]2[CH:24]=[CH:23][C:22]([N+:25]([O-:27])=[O:26])=[CH:21][CH:20]=2)=[O:16])[O:8]1. (6) Given the reactants [OH-:1].[Na+].[CH3:3][C:4]1[N:5]=[C:6]([C:26]2[CH:31]=[CH:30][CH:29]=[CH:28][C:27]=2[O:32][CH2:33][C:34]2[CH:39]=[CH:38][CH:37]=[CH:36][CH:35]=2)[N:7]([CH2:18][CH2:19][C:20]2[CH:25]=[CH:24][CH:23]=[CH:22][CH:21]=2)[C:8](=[O:17])[C:9]=1[C:10]1[S:14]C(C#N)=[CH:12][CH:11]=1.Cl.[CH2:41]([OH:43])[CH3:42], predict the reaction product. The product is: [CH3:3][C:4]1[N:5]=[C:6]([C:26]2[CH:31]=[CH:30][CH:29]=[CH:28][C:27]=2[O:32][CH2:33][C:34]2[CH:39]=[CH:38][CH:37]=[CH:36][CH:35]=2)[N:7]([CH2:18][CH2:19][C:20]2[CH:25]=[CH:24][CH:23]=[CH:22][CH:21]=2)[C:8](=[O:17])[C:9]=1[C:10]1[S:14][C:42]([C:41]([OH:1])=[O:43])=[CH:12][CH:11]=1. (7) The product is: [NH2:24][CH2:23][CH:21]([OH:22])[CH2:20][O:19][C:6]1[C:5]([CH:1]2[CH2:2][CH2:3][CH2:4]2)=[CH:10][CH:9]=[C:8]([C:11]2[CH:16]=[N:15][C:14]([NH2:17])=[CH:13][N:12]=2)[C:7]=1[F:18]. Given the reactants [CH:1]1([C:5]2[CH:10]=[CH:9][C:8]([C:11]3[N:12]=[CH:13][C:14]([NH2:17])=[N:15][CH:16]=3)=[C:7]([F:18])[C:6]=2[O:19][CH2:20][CH:21]2[CH2:23][O:22]2)[CH2:4][CH2:3][CH2:2]1.[NH3:24], predict the reaction product. (8) Given the reactants [CH3:1][O:2][C:3]1[N:8]=[C:7]([O:9][CH3:10])[C:6](B(O)O)=[CH:5][N:4]=1.I[C:15]1[N:16]=[N:17][CH:18]=[CH:19][CH:20]=1.C([O-])([O-])=O.[Na+].[Na+].C1C=CC(P(C2C=CC=CC=2)C2C=CC=CC=2)=CC=1, predict the reaction product. The product is: [CH3:1][O:2][C:3]1[N:8]=[C:7]([O:9][CH3:10])[C:6]([C:15]2[N:16]=[N:17][CH:18]=[CH:19][CH:20]=2)=[CH:5][N:4]=1. (9) The product is: [Cl:22][C:20]1[CH:21]=[C:7]2[C:6]([OH:23])=[C:5]([C:3]([NH:24][CH2:25][C:26]([OH:28])=[O:27])=[O:4])[C:10](=[O:11])[N:9]([CH2:12][C:13]3[CH:18]=[CH:17][CH:16]=[CH:15][N:14]=3)[N:8]2[CH:19]=1. Given the reactants CO[C:3]([C:5]1[C:10](=[O:11])[N:9]([CH2:12][C:13]2[CH:18]=[CH:17][CH:16]=[CH:15][N:14]=2)[N:8]2[CH:19]=[C:20]([Cl:22])[CH:21]=[C:7]2[C:6]=1[OH:23])=[O:4].[NH2:24][CH2:25][C:26]([O-:28])=[O:27].[Na+], predict the reaction product. (10) Given the reactants C([N:8]1[CH2:13][CH2:12][CH:11]([NH:14][C:15](=[O:20])[CH2:16][N:17]([CH3:19])[CH3:18])[CH2:10][CH2:9]1)C1C=CC=CC=1.[H][H], predict the reaction product. The product is: [NH:8]1[CH2:9][CH2:10][CH:11]([NH:14][C:15](=[O:20])[CH2:16][N:17]([CH3:18])[CH3:19])[CH2:12][CH2:13]1.